This data is from Peptide-MHC class I binding affinity with 185,985 pairs from IEDB/IMGT. The task is: Regression. Given a peptide amino acid sequence and an MHC pseudo amino acid sequence, predict their binding affinity value. This is MHC class I binding data. The peptide sequence is IVISPMGKLT. The MHC is HLA-A02:01 with pseudo-sequence HLA-A02:01. The binding affinity (normalized) is 0.